Dataset: Forward reaction prediction with 1.9M reactions from USPTO patents (1976-2016). Task: Predict the product of the given reaction. (1) Given the reactants [CH3:1][C:2]1[CH:3]=[CH:4][C:5]([N+:22]([O-])=O)=[C:6]([NH:8][CH:9]2[CH2:14][CH2:13][N:12]([C:15]([O:17][C:18]([CH3:21])([CH3:20])[CH3:19])=[O:16])[CH2:11][CH2:10]2)[CH:7]=1, predict the reaction product. The product is: [NH2:22][C:5]1[CH:4]=[CH:3][C:2]([CH3:1])=[CH:7][C:6]=1[NH:8][CH:9]1[CH2:14][CH2:13][N:12]([C:15]([O:17][C:18]([CH3:21])([CH3:20])[CH3:19])=[O:16])[CH2:11][CH2:10]1. (2) The product is: [CH2:16]([CH:15]([NH:14][CH2:27][C:23]1[CH:22]=[C:21]([C:18]2[CH:19]=[C:20]3[C:15](=[C:16]([C:29]([NH2:31])=[O:30])[CH:17]=2)[NH:14][CH:13]=[C:12]3[CH:9]2[CH2:8][CH2:7][N:6]([S:3]([CH2:1][CH3:2])(=[O:4])=[O:5])[CH2:11][CH2:10]2)[CH:26]=[CH:25][CH:24]=1)[CH2:20][CH3:19])[CH3:17]. Given the reactants [CH2:1]([S:3]([N:6]1[CH2:11][CH2:10][CH:9]([C:12]2[C:20]3[C:15](=[C:16]([C:29]([NH2:31])=[O:30])[CH:17]=[C:18]([C:21]4[CH:26]=[CH:25][CH:24]=[C:23]([CH:27]=O)[CH:22]=4)[CH:19]=3)[NH:14][CH:13]=2)[CH2:8][CH2:7]1)(=[O:5])=[O:4])[CH3:2].[BH4-].[Na+], predict the reaction product. (3) The product is: [CH3:1][O:2][C:3]1[CH:4]=[C:5]2[CH2:14][CH:13]([CH2:15][CH:16]3[CH2:17][CH2:18][N:19]([CH2:22][C:23]4[CH:28]=[CH:27][CH:26]=[CH:25][CH:24]=4)[CH2:20][CH2:21]3)[C:11](=[O:12])[C:6]2=[CH:7][C:8]=1[O:9][CH3:10].[ClH:29]. Given the reactants [CH3:1][O:2][C:3]1[CH:4]=[C:5]2[CH2:14][CH:13]([CH2:15][CH:16]3[CH2:21][CH2:20][N:19]([CH2:22][C:23]4[CH:24]=[CH:25][CH:26]=[CH:27][CH:28]=4)[CH2:18][CH2:17]3)[C:11](=[O:12])[C:6]2=[CH:7][C:8]=1[O:9][CH3:10].[ClH:29], predict the reaction product. (4) Given the reactants [F:1][C:2]([F:30])([F:29])[C:3]1[CH:4]=[C:5]([C@H:13]2[O:17][C:16](=[O:18])[N:15]([CH2:19][C:20]3[CH:25]=[C:24]([Cl:26])[CH:23]=[CH:22][C:21]=3Br)[C@H:14]2[CH3:28])[CH:6]=[C:7]([C:9]([F:12])([F:11])[F:10])[CH:8]=1.[F:31][C:32]1[C:37]([CH:38]([CH3:40])[CH3:39])=[CH:36][C:35](B(O)O)=[C:34]([O:44][CH3:45])[CH:33]=1.C(=O)([O-])[O-].[K+].[K+], predict the reaction product. The product is: [F:1][C:2]([F:30])([F:29])[C:3]1[CH:4]=[C:5]([C@H:13]2[O:17][C:16](=[O:18])[N:15]([CH2:19][C:20]3[CH:25]=[C:24]([Cl:26])[CH:23]=[CH:22][C:21]=3[C:35]3[CH:36]=[C:37]([CH:38]([CH3:40])[CH3:39])[C:32]([F:31])=[CH:33][C:34]=3[O:44][CH3:45])[C@H:14]2[CH3:28])[CH:6]=[C:7]([C:9]([F:12])([F:11])[F:10])[CH:8]=1. (5) Given the reactants [CH:1]1([CH2:4][O:5][C:6]2[N:11]=[C:10]([C:12]([OH:14])=O)[CH:9]=[CH:8][C:7]=2[N:15]2[CH2:18][C:17]([F:20])([F:19])[CH2:16]2)[CH2:3][CH2:2]1.Cl.[NH2:22][CH2:23][CH:24]([CH2:29][CH:30]([CH3:32])[CH3:31])[C:25]([O:27][CH3:28])=[O:26].CN(C(ON1N=NC2C=CC=CC1=2)=[N+](C)C)C.[B-](F)(F)(F)F.CCN(C(C)C)C(C)C, predict the reaction product. The product is: [CH3:28][O:27][C:25](=[O:26])[CH:24]([CH2:23][NH:22][C:12]([C:10]1[CH:9]=[CH:8][C:7]([N:15]2[CH2:18][C:17]([F:20])([F:19])[CH2:16]2)=[C:6]([O:5][CH2:4][CH:1]2[CH2:2][CH2:3]2)[N:11]=1)=[O:14])[CH2:29][CH:30]([CH3:32])[CH3:31].